Dataset: Full USPTO retrosynthesis dataset with 1.9M reactions from patents (1976-2016). Task: Predict the reactants needed to synthesize the given product. (1) Given the product [N:1]1[CH:6]=[CH:5][CH:4]=[CH:3][C:2]=1[CH2:7][C:13]1([OH:22])[C:21]2[C:16](=[CH:17][CH:18]=[CH:19][CH:20]=2)[CH2:15][CH2:14]1, predict the reactants needed to synthesize it. The reactants are: [N:1]1[CH:6]=[CH:5][CH:4]=[CH:3][C:2]=1[CH3:7].C([Li])CCC.[C:13]1(=[O:22])[C:21]2[C:16](=[CH:17][CH:18]=[CH:19][CH:20]=2)[CH2:15][CH2:14]1.Cl. (2) Given the product [CH2:1]([N:8]1[CH2:13][CH2:12][N:11]2[C:14]3[CH:19]=[CH:18][CH:17]=[CH:16][C:15]=3[NH:20][C:24](=[O:26])[CH2:23][CH:10]2[CH2:9]1)[C:2]1[CH:7]=[CH:6][CH:5]=[CH:4][CH:3]=1, predict the reactants needed to synthesize it. The reactants are: [CH2:1]([N:8]1[CH2:13][CH2:12][N:11]([C:14]2[CH:19]=[CH:18][CH:17]=[CH:16][C:15]=2[N+:20]([O-])=O)[CH:10]([CH2:23][C:24]([OH:26])=O)[CH2:9]1)[C:2]1[CH:7]=[CH:6][CH:5]=[CH:4][CH:3]=1.F[P-](F)(F)(F)(F)F.N1(OC(N(C)C)=[N+](C)C)C2N=CC=CC=2N=N1.C(N(C(C)C)CC)(C)C. (3) Given the product [N:29]([C:22]1[N:23]=[CH:24][C:25]2[C:20]([CH:21]=1)=[CH:19][C:18]([CH3:17])=[CH:27][C:26]=2[CH3:28])=[C:1]=[S:2], predict the reactants needed to synthesize it. The reactants are: [C:1](N1C=CC=CC1=O)(N1C=CC=CC1=O)=[S:2].[CH3:17][C:18]1[CH:19]=[C:20]2[C:25](=[C:26]([CH3:28])[CH:27]=1)[CH:24]=[N:23][C:22]([NH2:29])=[CH:21]2. (4) The reactants are: [C:1]([O:4][CH2:5][C@@H:6]1[C@@H:11]([O:12][C:13](=[O:15])[CH3:14])[C@H:10]([O:16][C:17](=[O:19])[CH3:18])[C@@H:9]([O:20][C:21](=[O:23])[CH3:22])[C@H:8]([N:24]2[C:32]3[C:27](=[C:28]([CH3:33])[CH:29]=[CH:30][CH:31]=3)[C:26]([CH2:34][C:35]3[CH:40]=[CH:39][C:38]([O:41]CC4C=CC=CC=4)=[CH:37][CH:36]=3)=[CH:25]2)[O:7]1)(=[O:3])[CH3:2].CO.O1CCCC1.C([O-])=O.[NH4+]. Given the product [C:1]([O:4][CH2:5][C@@H:6]1[C@@H:11]([O:12][C:13](=[O:15])[CH3:14])[C@H:10]([O:16][C:17](=[O:19])[CH3:18])[C@@H:9]([O:20][C:21](=[O:23])[CH3:22])[C@H:8]([N:24]2[C:32]3[C:27](=[C:28]([CH3:33])[CH:29]=[CH:30][CH:31]=3)[C:26]([CH2:34][C:35]3[CH:40]=[CH:39][C:38]([OH:41])=[CH:37][CH:36]=3)=[CH:25]2)[O:7]1)(=[O:3])[CH3:2], predict the reactants needed to synthesize it. (5) Given the product [F:1][C:2]1[CH:3]=[N:4][C:5]([CH:8]=[O:20])=[N:6][CH:7]=1, predict the reactants needed to synthesize it. The reactants are: [F:1][C:2]1[CH:3]=[N:4][C:5]([C:8]#N)=[N:6][CH:7]=1.CC(C[AlH]CC(C)C)C.C[OH:20].Cl. (6) Given the product [CH2:32]([O:34][C:35]([CH:37]1[CH2:41][CH2:40][N:39]([CH2:2][C:3](=[O:4])[N:5]2[C:13]3[C:8](=[CH:9][C:10]([O:14][CH2:15][C:16]4[S:17][C:18]([C:27]([F:30])([F:29])[F:28])=[C:19]([C:21]5[CH:26]=[CH:25][CH:24]=[CH:23][CH:22]=5)[CH:20]=4)=[CH:11][CH:12]=3)[CH2:7][CH2:6]2)[CH2:38]1)=[O:36])[CH3:33], predict the reactants needed to synthesize it. The reactants are: Cl[CH2:2][C:3]([N:5]1[C:13]2[C:8](=[CH:9][C:10]([O:14][CH2:15][C:16]3[S:17][C:18]([C:27]([F:30])([F:29])[F:28])=[C:19]([C:21]4[CH:26]=[CH:25][CH:24]=[CH:23][CH:22]=4)[CH:20]=3)=[CH:11][CH:12]=2)[CH2:7][CH2:6]1)=[O:4].Cl.[CH2:32]([O:34][C:35]([CH:37]1[CH2:41][CH2:40][NH:39][CH2:38]1)=[O:36])[CH3:33].